Dataset: Full USPTO retrosynthesis dataset with 1.9M reactions from patents (1976-2016). Task: Predict the reactants needed to synthesize the given product. (1) Given the product [O:17]1[CH:16]=[CH:15][CH:14]=[C:13]1[CH2:12][NH:18][C:2]1[N:10]=[C:9]([CH3:11])[CH:8]=[CH:7][C:3]=1[C:4]([OH:6])=[O:5], predict the reactants needed to synthesize it. The reactants are: Cl[C:2]1[N:10]=[C:9]([CH3:11])[CH:8]=[CH:7][C:3]=1[C:4]([OH:6])=[O:5].[CH2:12]([NH2:18])[C:13]1[O:17][CH:16]=[CH:15][CH:14]=1. (2) Given the product [F:36][C:35]1[CH:34]=[CH:33][C:16]([O:17][C:18]2[N:23]=[C:22]3[S:24][C:25]([NH:27][C:28]([CH:30]4[CH2:32][CH2:31]4)=[O:29])=[N:26][C:21]3=[CH:20][CH:19]=2)=[CH:15][C:14]=1[NH:13][C:1](=[O:12])[NH:53][CH2:52][C:49]1[CH:48]=[CH:47][C:46]([C:45]([F:44])([F:54])[F:55])=[CH:51][CH:50]=1, predict the reactants needed to synthesize it. The reactants are: [C:1](=[O:12])(OC(Cl)(Cl)Cl)OC(Cl)(Cl)Cl.[NH2:13][C:14]1[CH:15]=[C:16]([CH:33]=[CH:34][C:35]=1[F:36])[O:17][C:18]1[N:23]=[C:22]2[S:24][C:25]([NH:27][C:28]([CH:30]3[CH2:32][CH2:31]3)=[O:29])=[N:26][C:21]2=[CH:20][CH:19]=1.C(N(CC)CC)C.[F:44][C:45]([F:55])([F:54])[C:46]1[CH:51]=[CH:50][C:49]([CH2:52][NH2:53])=[CH:48][CH:47]=1.